This data is from Merck oncology drug combination screen with 23,052 pairs across 39 cell lines. The task is: Regression. Given two drug SMILES strings and cell line genomic features, predict the synergy score measuring deviation from expected non-interaction effect. (1) Drug 1: O=C(O)C1(Cc2cccc(Nc3nccs3)n2)CCC(Oc2cccc(Cl)c2F)CC1. Drug 2: NC(=O)c1cccc2cn(-c3ccc(C4CCCNC4)cc3)nc12. Cell line: A375. Synergy scores: synergy=19.0. (2) Drug 1: CC1CC2C3CCC4=CC(=O)C=CC4(C)C3(F)C(O)CC2(C)C1(O)C(=O)CO. Drug 2: Cn1c(=O)n(-c2ccc(C(C)(C)C#N)cc2)c2c3cc(-c4cnc5ccccc5c4)ccc3ncc21. Cell line: OCUBM. Synergy scores: synergy=27.4. (3) Drug 1: CC(=O)OC1C(=O)C2(C)C(O)CC3OCC3(OC(C)=O)C2C(OC(=O)c2ccccc2)C2(O)CC(OC(=O)C(O)C(NC(=O)c3ccccc3)c3ccccc3)C(C)=C1C2(C)C. Drug 2: O=C(CCCCCCC(=O)Nc1ccccc1)NO. Cell line: NCIH520. Synergy scores: synergy=8.12. (4) Drug 1: Cn1nnc2c(C(N)=O)ncn2c1=O. Drug 2: CCC1(O)C(=O)OCc2c1cc1n(c2=O)Cc2cc3c(CN(C)C)c(O)ccc3nc2-1. Cell line: VCAP. Synergy scores: synergy=8.43. (5) Drug 2: CNC(=O)c1cc(Oc2ccc(NC(=O)Nc3ccc(Cl)c(C(F)(F)F)c3)cc2)ccn1. Synergy scores: synergy=-2.17. Drug 1: CC1(c2nc3c(C(N)=O)cccc3[nH]2)CCCN1. Cell line: CAOV3. (6) Drug 1: CCC1(O)CC2CN(CCc3c([nH]c4ccccc34)C(C(=O)OC)(c3cc4c(cc3OC)N(C)C3C(O)(C(=O)OC)C(OC(C)=O)C5(CC)C=CCN6CCC43C65)C2)C1. Drug 2: Cc1nc(Nc2ncc(C(=O)Nc3c(C)cccc3Cl)s2)cc(N2CCN(CCO)CC2)n1. Cell line: UWB1289. Synergy scores: synergy=-12.6. (7) Drug 2: NC1(c2ccc(-c3nc4ccn5c(=O)[nH]nc5c4cc3-c3ccccc3)cc2)CCC1. Drug 1: CCC1(O)CC2CN(CCc3c([nH]c4ccccc34)C(C(=O)OC)(c3cc4c(cc3OC)N(C)C3C(O)(C(=O)OC)C(OC(C)=O)C5(CC)C=CCN6CCC43C65)C2)C1. Synergy scores: synergy=9.76. Cell line: A2780. (8) Cell line: SKMES1. Synergy scores: synergy=4.33. Drug 2: C=CCn1c(=O)c2cnc(Nc3ccc(N4CCN(C)CC4)cc3)nc2n1-c1cccc(C(C)(C)O)n1. Drug 1: COc1cc(C2c3cc4c(cc3C(OC3OC5COC(C)OC5C(O)C3O)C3COC(=O)C23)OCO4)cc(OC)c1O. (9) Drug 1: CC(C)CC(NC(=O)C(Cc1ccccc1)NC(=O)c1cnccn1)B(O)O. Drug 2: COC1CC2CCC(C)C(O)(O2)C(=O)C(=O)N2CCCCC2C(=O)OC(C(C)CC2CCC(OP(C)(C)=O)C(OC)C2)CC(=O)C(C)C=C(C)C(O)C(OC)C(=O)C(C)CC(C)C=CC=CC=C1C. Cell line: SKMEL30. Synergy scores: synergy=9.28.